This data is from Forward reaction prediction with 1.9M reactions from USPTO patents (1976-2016). The task is: Predict the product of the given reaction. The product is: [CH3:18][C@@H:17]1[CH2:16][CH2:15][N:14]([C:27](=[O:26])[CH2:28][C:29]#[N:30])[CH2:13][C@@H:12]1[N:2]([CH3:1])[C:3]1[C:4]2[CH:11]=[CH:10][NH:9][C:5]=2[N:6]=[CH:7][N:8]=1. Given the reactants [CH3:1][N:2]([C@@H:12]1[C@H:17]([CH3:18])[CH2:16][CH2:15][NH:14][CH2:13]1)[C:3]1[C:4]2[CH:11]=[CH:10][NH:9][C:5]=2[N:6]=[CH:7][N:8]=1.O=C1CCC(=O)N1[O:26][C:27](=O)[CH2:28][C:29]#[N:30], predict the reaction product.